This data is from Full USPTO retrosynthesis dataset with 1.9M reactions from patents (1976-2016). The task is: Predict the reactants needed to synthesize the given product. (1) Given the product [C:32]([O:36][C:37]([N:39]1[CH2:44][CH2:43][CH:42]([O:12][C:4]2[CH:3]=[C:2]([F:1])[CH:11]=[CH:10][C:5]=2[C:6]([O:8][CH3:9])=[O:7])[CH2:41][CH2:40]1)=[O:38])([CH3:35])([CH3:33])[CH3:34], predict the reactants needed to synthesize it. The reactants are: [F:1][C:2]1[CH:11]=[CH:10][C:5]([C:6]([O:8][CH3:9])=[O:7])=[C:4]([OH:12])[CH:3]=1.C1(P(C2C=CC=CC=2)C2C=CC=CC=2)C=CC=CC=1.[C:32]([O:36][C:37]([N:39]1[CH2:44][CH2:43][CH:42](O)[CH2:41][CH2:40]1)=[O:38])([CH3:35])([CH3:34])[CH3:33].N(C(OCC)=O)=NC(OCC)=O. (2) Given the product [C:7]1([CH:6]2[CH2:22][O:23][B:19]([OH:20])[C:14]3[CH:15]=[CH:16][CH:17]=[CH:18][C:13]2=3)[CH:8]=[CH:9][CH:10]=[CH:11][CH:12]=1, predict the reactants needed to synthesize it. The reactants are: COCOC[CH:6]([C:13]1[CH:18]=[CH:17][CH:16]=[CH:15][C:14]=1[B:19]1[O:23][C:22](C)(C)C(C)(C)[O:20]1)[C:7]1[CH:12]=[CH:11][CH:10]=[CH:9][CH:8]=1.Cl.